This data is from Reaction yield outcomes from USPTO patents with 853,638 reactions. The task is: Predict the reaction yield, written as a fraction of the theoretical maximum amount of product (1.0 means a 100% yield; for example, 0.34 means a 34% yield). (1) The reactants are [H-].[Na+].[O:3]1[CH2:7][CH2:6][CH2:5][CH2:4]1.C(O)CCC.[C:13]([C:15]1[CH:22]=[CH:21][C:18]([CH2:19]Br)=[CH:17][CH:16]=1)#[N:14]. The catalyst is CN(C)C=O. The product is [CH2:7]([O:3][CH2:19][C:18]1[CH:21]=[CH:22][C:15]([C:13]#[N:14])=[CH:16][CH:17]=1)[CH2:6][CH2:5][CH3:4]. The yield is 0.840. (2) The reactants are [CH:1]1([NH:8][C:9]2[N:14]3[N:15]=[C:16]([NH2:18])[N:17]=[C:13]3[CH:12]=[CH:11][CH:10]=2)[CH2:7][CH2:6][CH2:5][CH2:4][CH2:3][CH2:2]1.Cl[CH2:20][C:21]1[CH:29]=[CH:28][C:24]([C:25](Cl)=[O:26])=[CH:23][CH:22]=1.[NH:30]1[CH2:35][CH2:34][O:33][CH2:32][CH2:31]1. No catalyst specified. The product is [CH:1]1([NH:8][C:9]2[N:14]3[N:15]=[C:16]([NH:18][C:25](=[O:26])[C:24]4[CH:28]=[CH:29][C:21]([CH2:20][N:30]5[CH2:35][CH2:34][O:33][CH2:32][CH2:31]5)=[CH:22][CH:23]=4)[N:17]=[C:13]3[CH:12]=[CH:11][CH:10]=2)[CH2:2][CH2:3][CH2:4][CH2:5][CH2:6][CH2:7]1. The yield is 0.400. (3) The reactants are [Br:1][C:2]1[C:3]([O:11][CH3:12])=[CH:4][C:5]([F:10])=[C:6]([CH:9]=1)C=O.O.C1(C)C=CC(S(O)(=O)=O)=CC=1.[CH:25]([O:30][CH3:31])([O:28][CH3:29])OC.C(N(CC)CC)C. The catalyst is CO.[Cl-].[Na+].O.C(OCC)(=O)C. The product is [CH3:31][O:30][CH:25]([O:28][CH3:29])[C:6]1[CH:9]=[C:2]([Br:1])[C:3]([O:11][CH3:12])=[CH:4][C:5]=1[F:10]. The yield is 1.00. (4) The reactants are Br[C:2]1[CH:18]=[CH:17][C:5]([O:6][CH:7]([CH3:16])[CH2:8][NH:9][S:10]([CH:13]([CH3:15])[CH3:14])(=[O:12])=[O:11])=[CH:4][CH:3]=1.[CH3:19][O:20][C:21]1[CH:22]=[C:23](B(O)O)[CH:24]=[CH:25][CH:26]=1.C(=O)([O-])[O-].[Na+].[Na+]. The catalyst is Cl[Pd](Cl)([P](C1C=CC=CC=1)(C1C=CC=CC=1)C1C=CC=CC=1)[P](C1C=CC=CC=1)(C1C=CC=CC=1)C1C=CC=CC=1.COCCOC. The product is [CH3:19][O:20][C:21]1[CH:26]=[C:25]([C:2]2[CH:18]=[CH:17][C:5]([O:6][CH:7]([CH3:16])[CH2:8][NH:9][S:10]([CH:13]([CH3:15])[CH3:14])(=[O:12])=[O:11])=[CH:4][CH:3]=2)[CH:24]=[CH:23][CH:22]=1. The yield is 0.350. (5) The reactants are [Cl:1][C:2]1[CH:7]=[CH:6][C:5]([CH:8]2[CH2:13][CH2:12][CH2:11][NH:10][CH2:9]2)=[CH:4][CH:3]=1.C(Cl)CCl.C1C=CC2N(O)N=NC=2C=1.[F:28][C:29]1[CH:30]=[C:31]([CH:35]=[CH:36][N:37]=1)[C:32](O)=[O:33]. The catalyst is C(Cl)Cl. The product is [Cl:1][C:2]1[CH:3]=[CH:4][C:5]([CH:8]2[CH2:13][CH2:12][CH2:11][N:10]([C:32]([C:31]3[CH:35]=[CH:36][N:37]=[C:29]([F:28])[CH:30]=3)=[O:33])[CH2:9]2)=[CH:6][CH:7]=1. The yield is 0.910.